Dataset: Forward reaction prediction with 1.9M reactions from USPTO patents (1976-2016). Task: Predict the product of the given reaction. (1) Given the reactants [N:1]1([CH2:6][CH:7]([C:9]2[S:10][CH:11]=[CH:12][N:13]=2)[OH:8])[CH:5]=[CH:4][N:3]=[CH:2]1.[F:14][C:15]1[CH:33]=[CH:32][C:18]([CH2:19][CH2:20][C:21]2[CH:30]=[CH:29][C:28](O)=[CH:27][C:22]=2[C:23]([O:25][CH3:26])=[O:24])=[CH:17][CH:16]=1.CC1N(CC(C2C=CC(F)=CC=2)OC2C=CC(CCC3C=CC(F)=CC=3)=C(C=2)C(OC)=O)C=CN=1, predict the reaction product. The product is: [N:1]1([CH2:6][CH:7]([C:9]2[S:10][CH:11]=[CH:12][N:13]=2)[O:8][C:28]2[CH:29]=[CH:30][C:21]([CH2:20][CH2:19][C:18]3[CH:17]=[CH:16][C:15]([F:14])=[CH:33][CH:32]=3)=[C:22]([CH:27]=2)[C:23]([O:25][CH3:26])=[O:24])[CH:5]=[CH:4][N:3]=[CH:2]1. (2) Given the reactants [Br:1][C:2]1[C:3]([Cl:10])=[N:4][C:5]([NH2:9])=[N:6][C:7]=1[CH3:8].[C:11]1(C)[CH:16]=[CH:15][C:14](S(O)(=O)=O)=[CH:13][CH:12]=1, predict the reaction product. The product is: [Br:1][C:2]1[C:3]([Cl:10])=[N:4][C:5]([N:9]2[C:13]([CH3:14])=[CH:12][CH:11]=[C:16]2[CH3:15])=[N:6][C:7]=1[CH3:8]. (3) Given the reactants [CH2:1]([N:4]1[CH2:13][CH2:12][C:11]2[C:6](=[CH:7][CH:8]=[C:9]([C:14]([OH:16])=O)[CH:10]=2)[CH2:5]1)[CH2:2][CH3:3].Cl.CN(C)CCCN=C=NCC.O.ON1C2C=CC=CC=2N=N1.C(N(CC)CC)C.[Cl:47][C:48]1[CH:49]=[C:50]([CH2:55][N:56]2[CH:60]=[C:59]([NH2:61])[CH:58]=[N:57]2)[CH:51]=[CH:52][C:53]=1[Cl:54], predict the reaction product. The product is: [ClH:47].[Cl:47][C:48]1[CH:49]=[C:50]([CH2:55][N:56]2[CH:60]=[C:59]([NH:61][C:14]([C:9]3[CH:10]=[C:11]4[C:6](=[CH:7][CH:8]=3)[CH2:5][N:4]([CH2:1][CH2:2][CH3:3])[CH2:13][CH2:12]4)=[O:16])[CH:58]=[N:57]2)[CH:51]=[CH:52][C:53]=1[Cl:54]. (4) Given the reactants [NH2:1][C:2]1[CH:3]=[C:4]2[C:8](=[CH:9][CH:10]=1)[N:7]([CH2:11][CH2:12][CH3:13])[C:6](=[O:14])[CH2:5]2.[C:15]([O:19][C:20](=[O:26])[NH:21][CH2:22][C@H:23]1[CH2:25][O:24]1)([CH3:18])([CH3:17])[CH3:16].FC(F)(F)S([O-])(=O)=O.[Li+], predict the reaction product. The product is: [C:15]([O:19][C:20](=[O:26])[NH:21][CH2:22][C@H:23]([OH:24])[CH2:25][NH:1][C:2]1[CH:3]=[C:4]2[C:8](=[CH:9][CH:10]=1)[N:7]([CH2:11][CH2:12][CH3:13])[C:6](=[O:14])[CH2:5]2)([CH3:17])([CH3:16])[CH3:18]. (5) Given the reactants [F:1][C:2]([F:22])([F:21])[C:3]1[CH:4]=[C:5]([N:13]2[C:17]([CH3:18])=[C:16]([CH2:19]Cl)[CH:15]=[N:14]2)[CH:6]=[C:7]([C:9]([F:12])([F:11])[F:10])[CH:8]=1.[OH:23][C:24]1[CH:25]=[C:26]2[C:30](=[CH:31][CH:32]=1)[N:29]([C:33]([CH3:38])([CH3:37])[C:34]([OH:36])=[O:35])[CH:28]=[CH:27]2.C([O-])([O-])=O.[Cs+].[Cs+].[C:45](#N)[CH3:46], predict the reaction product. The product is: [CH2:45]([O:35][C:34](=[O:36])[C:33]([N:29]1[C:30]2[C:26](=[CH:25][C:24]([O:23][CH2:19][C:16]3[CH:15]=[N:14][N:13]([C:5]4[CH:4]=[C:3]([C:2]([F:22])([F:21])[F:1])[CH:8]=[C:7]([C:9]([F:12])([F:11])[F:10])[CH:6]=4)[C:17]=3[CH3:18])=[CH:32][CH:31]=2)[CH:27]=[CH:28]1)([CH3:38])[CH3:37])[CH3:46]. (6) Given the reactants [O:1]=[CH:2][C@@H:3]([C@H:5]([C@H:7]([C@@H:9]([C:11]([OH:13])=[O:12])[OH:10])[OH:8])[OH:6])[OH:4].C(N)(=[O:16])C, predict the reaction product. The product is: [C@H:5]([OH:6])([C@H:3]([OH:4])[C:2]([OH:16])=[O:1])[C@H:7]([OH:8])[C@@H:9]([OH:10])[C:11]([OH:13])=[O:12].